From a dataset of Full USPTO retrosynthesis dataset with 1.9M reactions from patents (1976-2016). Predict the reactants needed to synthesize the given product. (1) Given the product [CH3:17][C:16]1([C:15]([N:11]2[CH2:12][CH2:13][CH2:14][S:10]2(=[O:21])=[O:9])([CH3:20])[CH3:19])[CH2:4][O:18]1, predict the reactants needed to synthesize it. The reactants are: [H-].[Na+].[I-].[CH3:4][S+](C)(C)=O.[O:9]=[S:10]1(=[O:21])[CH2:14][CH2:13][CH2:12][N:11]1[C:15]([CH3:20])([CH3:19])[C:16](=[O:18])[CH3:17]. (2) Given the product [Br:15][C:16]1[CH:21]=[CH:20][C:19]([O:6][CH:3]([CH:4]=[CH2:5])[C:2]([F:8])([F:7])[F:1])=[C:18]([N+:23]([O-:25])=[O:24])[CH:17]=1, predict the reactants needed to synthesize it. The reactants are: [F:1][C:2]([F:8])([F:7])[CH:3]([OH:6])[CH:4]=[CH2:5].CC(C)([O-])C.[K+].[Br:15][C:16]1[CH:21]=[CH:20][C:19](F)=[C:18]([N+:23]([O-:25])=[O:24])[CH:17]=1.Cl. (3) Given the product [Cl:1][C:2]1[CH:3]=[CH:4][C:5]([CH:8]2[CH2:14][CH:13]3[N:15]([CH3:16])[CH:10]([CH2:11][CH2:12]3)[CH:9]2[O:17][CH2:21][C:22]2[CH:31]=[CH:30][C:29]3[C:24](=[CH:25][CH:26]=[CH:27][CH:28]=3)[CH:23]=2)=[CH:6][CH:7]=1, predict the reactants needed to synthesize it. The reactants are: [Cl:1][C:2]1[CH:7]=[CH:6][C:5]([CH:8]2[CH2:14][CH:13]3[N:15]([CH3:16])[CH:10]([CH2:11][CH2:12]3)[CH:9]2[OH:17])=[CH:4][CH:3]=1.[H-].[Na+].Br[CH2:21][C:22]1[CH:31]=[CH:30][C:29]2[C:24](=[CH:25][CH:26]=[CH:27][CH:28]=2)[CH:23]=1. (4) Given the product [O:8]1[CH2:9][CH2:10][CH2:11][O:12][CH:7]1[C:6]1[N:2]([CH3:1])[CH:3]=[N:4][CH:5]=1, predict the reactants needed to synthesize it. The reactants are: [CH3:1][N:2]1[C:6]([CH:7]=[O:8])=[CH:5][N:4]=[CH:3]1.[CH2:9](O)[CH2:10][CH2:11][OH:12].O. (5) Given the product [CH2:14]([O:1][C@@H:2]1[CH2:6][CH2:5][N:4]([C:7]([O:9][C:10]([CH3:13])([CH3:12])[CH3:11])=[O:8])[CH2:3]1)[CH:15]([CH3:17])[CH3:16], predict the reactants needed to synthesize it. The reactants are: [OH:1][C@@H:2]1[CH2:6][CH2:5][N:4]([C:7]([O:9][C:10]([CH3:13])([CH3:12])[CH3:11])=[O:8])[CH2:3]1.[CH2:14](Br)[CH:15]([CH3:17])[CH3:16].[OH-].[Na+]. (6) Given the product [CH3:17][N:2]([CH3:1])[C:3]([C:5]1[CH:6]=[C:7]2[C:11](=[CH:12][C:13]=1[O:14][CH3:15])[CH2:10][C:9](=[N:23][OH:22])[C:8]2=[O:16])=[O:4], predict the reactants needed to synthesize it. The reactants are: [CH3:1][N:2]([CH3:17])[C:3]([C:5]1[CH:6]=[C:7]2[C:11](=[CH:12][C:13]=1[O:14][CH3:15])[CH2:10][CH2:9][C:8]2=[O:16])=[O:4].C([O:22][N:23]=O)CCC.Cl. (7) Given the product [Cl:34][C:10]1[CH:11]=[C:12]([C:16]([N:18]2[C:23]3[CH:24]=[CH:25][CH:26]=[C:27]([CH:28]([CH3:29])[CH3:30])[C:22]=3[O:21][CH:20]([CH:31]([CH3:33])[CH3:32])[CH2:19]2)=[O:17])[CH:13]=[C:14]([Cl:15])[C:9]=1[OH:8], predict the reactants needed to synthesize it. The reactants are: C([O:8][C:9]1[C:14]([Cl:15])=[CH:13][C:12]([C:16]([N:18]2[C:23]3[CH:24]=[CH:25][CH:26]=[C:27]([CH:28]([CH3:30])[CH3:29])[C:22]=3[O:21][CH:20]([CH:31]([CH3:33])[CH3:32])[CH2:19]2)=[O:17])=[CH:11][C:10]=1[Cl:34])C1C=CC=CC=1.